This data is from Reaction yield outcomes from USPTO patents with 853,638 reactions. The task is: Predict the reaction yield, written as a fraction of the theoretical maximum amount of product (1.0 means a 100% yield; for example, 0.34 means a 34% yield). (1) The reactants are C(OC(=O)[NH:7][CH2:8][C@@H:9]1[CH2:14][CH2:13][CH2:12][CH2:11][N:10]1[C:15]([C:17]1[N:18]=[C:19]([CH:29]2[CH2:31][CH2:30]2)[S:20][C:21]=1[C:22]1[CH:27]=[CH:26][CH:25]=[CH:24][C:23]=1[F:28])=[O:16])(C)(C)C.[ClH:33]. The catalyst is O1CCOCC1. The product is [ClH:33].[NH2:7][CH2:8][C@@H:9]1[CH2:14][CH2:13][CH2:12][CH2:11][N:10]1[C:15]([C:17]1[N:18]=[C:19]([CH:29]2[CH2:31][CH2:30]2)[S:20][C:21]=1[C:22]1[CH:27]=[CH:26][CH:25]=[CH:24][C:23]=1[F:28])=[O:16]. The yield is 1.00. (2) The reactants are [CH2:1]1[C:10]2[C:5](=[CH:6][CH:7]=[CH:8][CH:9]=2)[CH2:4][CH2:3][N:2]1[CH2:11][CH:12]([OH:37])[CH2:13][NH:14][C:15]([C:17]1[CH:18]=[C:19]([CH:34]=[CH:35][CH:36]=1)[CH2:20][N:21]1[CH2:26][CH2:25][N:24](C(OC(C)(C)C)=O)[CH2:23][CH2:22]1)=[O:16]. The catalyst is C(Cl)Cl.C(O)(C(F)(F)F)=O. The product is [CH2:1]1[C:10]2[C:5](=[CH:6][CH:7]=[CH:8][CH:9]=2)[CH2:4][CH2:3][N:2]1[CH2:11][CH:12]([OH:37])[CH2:13][NH:14][C:15](=[O:16])[C:17]1[CH:36]=[CH:35][CH:34]=[C:19]([CH2:20][N:21]2[CH2:22][CH2:23][NH:24][CH2:25][CH2:26]2)[CH:18]=1. The yield is 0.690. (3) The reactants are [N+:1]([C:4]1[CH:5]=[C:6]([C:14]([O:16][CH3:17])=[O:15])[C:7]2[O:12][CH2:11][CH2:10][O:9][C:8]=2[CH:13]=1)([O-])=O. The catalyst is [Pd].C(OCC)(=O)C. The product is [NH2:1][C:4]1[CH:5]=[C:6]([C:14]([O:16][CH3:17])=[O:15])[C:7]2[O:12][CH2:11][CH2:10][O:9][C:8]=2[CH:13]=1. The yield is 1.00. (4) The reactants are [CH:1]([C:4]1[N:9]=[C:8]([C:10]2[CH:19]=[C:18]([O:20][CH:21]3[CH2:38][CH:37]4[CH:23]([C:24](=[O:44])[N:25]([CH3:43])[CH2:26][CH2:27][CH2:28][CH2:29][CH:30]=[CH:31][CH:32]5[C:34]([C:40](O)=[O:41])([NH:35][C:36]4=[O:39])[CH2:33]5)[CH2:22]3)[C:17]3[C:12](=[C:13]([CH3:47])[C:14]([O:45][CH3:46])=[CH:15][CH:16]=3)[N:11]=2)[CH:7]=[CH:6][CH:5]=1)([CH3:3])[CH3:2].C(Cl)CCl.[CH:52]1([S:55]([NH2:58])(=[O:57])=[O:56])[CH2:54][CH2:53]1.C1CCN2C(=NCCC2)CC1. The catalyst is CN(C1C=CN=CC=1)C.CN(C=O)C.C(O)(=O)C. The product is [CH:1]([C:4]1[N:9]=[C:8]([C:10]2[CH:19]=[C:18]([O:20][CH:21]3[CH2:38][CH:37]4[CH:23]([C:24](=[O:44])[N:25]([CH3:43])[CH2:26][CH2:27][CH2:28][CH2:29][CH:30]=[CH:31][CH:32]5[C:34]([C:40]([NH:58][S:55]([CH:52]6[CH2:54][CH2:53]6)(=[O:57])=[O:56])=[O:41])([NH:35][C:36]4=[O:39])[CH2:33]5)[CH2:22]3)[C:17]3[C:12](=[C:13]([CH3:47])[C:14]([O:45][CH3:46])=[CH:15][CH:16]=3)[N:11]=2)[CH:7]=[CH:6][CH:5]=1)([CH3:2])[CH3:3]. The yield is 0.390. (5) The reactants are [C:1]([O:5][C:6]([N:8]1[CH2:13][CH2:12][CH:11]([C:14]2[S:15][CH2:16][CH:17]([C:19]([O:21][CH2:22][CH3:23])=[O:20])[N:18]=2)[CH2:10][CH2:9]1)=[O:7])([CH3:4])([CH3:3])[CH3:2]. The catalyst is C1(C)C=CC=CC=1.O=[Mn]=O. The product is [C:1]([O:5][C:6]([N:8]1[CH2:9][CH2:10][CH:11]([C:14]2[S:15][CH:16]=[C:17]([C:19]([O:21][CH2:22][CH3:23])=[O:20])[N:18]=2)[CH2:12][CH2:13]1)=[O:7])([CH3:4])([CH3:3])[CH3:2]. The yield is 0.300. (6) The reactants are CN(C(ON1N=NC2C=CC=CC1=2)=[N+](C)C)C.F[P-](F)(F)(F)(F)F.[C:25]([O:29][C:30]([NH:32][C@@H:33]([CH2:37][CH2:38][S:39][CH3:40])[C:34]([OH:36])=O)=[O:31])([CH3:28])([CH3:27])[CH3:26].CCN(C(C)C)C(C)C.[NH2:50][CH:51]1[CH2:56][CH2:55][N:54]([C:57]([O:59][CH2:60][C:61]2[CH:66]=[CH:65][CH:64]=[CH:63][CH:62]=2)=[O:58])[CH2:53][CH2:52]1.[OH-].[Na+]. The catalyst is CN(C=O)C. The product is [C:25]([O:29][C:30]([NH:32][C@@H:33]([CH2:37][CH2:38][S:39][CH3:40])[C:34]([NH:50][CH:51]1[CH2:52][CH2:53][N:54]([C:57]([O:59][CH2:60][C:61]2[CH:66]=[CH:65][CH:64]=[CH:63][CH:62]=2)=[O:58])[CH2:55][CH2:56]1)=[O:36])=[O:31])([CH3:26])([CH3:27])[CH3:28]. The yield is 1.00. (7) The yield is 0.240. The product is [N:1]1([C:7]2[N:12]=[C:11]([N:13]3[CH:14]4[CH2:20][CH2:19][CH:18]3[CH2:17][O:16][CH2:15]4)[N:10]=[C:9]([C:21]3[CH:27]=[CH:26][C:24]([NH:25][C:39]([NH:47][C:48]4[CH:53]=[CH:52][N:51]=[CH:50][CH:49]=4)=[O:45])=[CH:23][CH:22]=3)[N:8]=2)[CH2:2][CH2:3][O:4][CH2:5][CH2:6]1. The catalyst is C(Cl)(Cl)Cl. The reactants are [N:1]1([C:7]2[N:12]=[C:11]([N:13]3[CH:18]4[CH2:19][CH2:20][CH:14]3[CH2:15][O:16][CH2:17]4)[N:10]=[C:9]([C:21]3[CH:27]=[CH:26][C:24]([NH2:25])=[CH:23][CH:22]=3)[N:8]=2)[CH2:6][CH2:5][O:4][CH2:3][CH2:2]1.CCN(CC)CC.ClC(Cl)(O[C:39](=[O:45])OC(Cl)(Cl)Cl)Cl.[NH2:47][C:48]1[CH:53]=[CH:52][N:51]=[CH:50][CH:49]=1.